From a dataset of Forward reaction prediction with 1.9M reactions from USPTO patents (1976-2016). Predict the product of the given reaction. (1) Given the reactants [CH3:1][O:2][C:3]1[CH:12]=[CH:11][C:10]2[CH2:9][CH2:8][CH2:7][CH2:6][C:5]=2[C:4]=1[OH:13].C(=O)([O-])[O-].[Cs+].[Cs+].Br[CH:21]([CH3:23])[CH3:22], predict the reaction product. The product is: [CH:21]([O:13][C:4]1[C:3]([O:2][CH3:1])=[CH:12][CH:11]=[C:10]2[C:5]=1[CH2:6][CH2:7][CH2:8][CH2:9]2)([CH3:23])[CH3:22]. (2) Given the reactants [Br:1][C:2]1[C:11]2[C:10]([CH3:12])=[CH:9][CH2:8][CH2:7][C:6]=2[CH:5]=[CH:4][C:3]=1[NH:13][S:14]([C:17]1[CH:22]=[CH:21][C:20]([F:23])=[CH:19][CH:18]=1)(=[O:16])=[O:15], predict the reaction product. The product is: [Br:1][C:2]1[C:11]2[CH:10]([CH3:12])[CH2:9][CH2:8][CH2:7][C:6]=2[CH:5]=[CH:4][C:3]=1[NH:13][S:14]([C:17]1[CH:18]=[CH:19][C:20]([F:23])=[CH:21][CH:22]=1)(=[O:16])=[O:15]. (3) Given the reactants [CH3:1][O:2][C:3](=[O:26])[CH2:4][CH2:5][CH2:6][CH2:7][CH2:8][S:9][C:10]1[CH:15]=[CH:14][C:13]([N:16]([CH2:18][C:19]2[CH:24]=[CH:23][C:22]([Cl:25])=[CH:21][CH:20]=2)[CH3:17])=[CH:12][CH:11]=1.I([O-])(=O)(=O)=[O:28].[Na+], predict the reaction product. The product is: [CH3:1][O:2][C:3](=[O:26])[CH2:4][CH2:5][CH2:6][CH2:7][CH2:8][S:9]([C:10]1[CH:15]=[CH:14][C:13]([N:16]([CH2:18][C:19]2[CH:24]=[CH:23][C:22]([Cl:25])=[CH:21][CH:20]=2)[CH3:17])=[CH:12][CH:11]=1)=[O:28]. (4) Given the reactants [NH2:1][CH2:2][C:3]1[N:4]([CH2:22][CH:23]([CH3:25])[CH3:24])[C:5](=[O:21])[C:6]2[C:11]([C:12]=1[C:13]1[CH:18]=[CH:17][CH:16]=[CH:15][CH:14]=1)=[CH:10][C:9]([S:19][CH3:20])=[CH:8][CH:7]=2.[ClH:26], predict the reaction product. The product is: [ClH:26].[NH2:1][CH2:2][C:3]1[N:4]([CH2:22][CH:23]([CH3:25])[CH3:24])[C:5](=[O:21])[C:6]2[C:11]([C:12]=1[C:13]1[CH:18]=[CH:17][CH:16]=[CH:15][CH:14]=1)=[CH:10][C:9]([S:19][CH3:20])=[CH:8][CH:7]=2. (5) Given the reactants Br[CH2:2][C:3]([C:5]1[CH:12]=[CH:11][C:8]([C:9]#[N:10])=[CH:7][CH:6]=1)=O.[Br:13][C:14]1[CH:22]=[CH:21][C:17]([C:18]([NH2:20])=[O:19])=[CH:16][CH:15]=1.C(#N)C, predict the reaction product. The product is: [Br:13][C:14]1[CH:22]=[CH:21][C:17]([C:18]2[O:19][CH:2]=[C:3]([C:5]3[CH:12]=[CH:11][C:8]([C:9]#[N:10])=[CH:7][CH:6]=3)[N:20]=2)=[CH:16][CH:15]=1. (6) Given the reactants [OH-].[K+].C1OCCOCCOCCOCCOCCOC1.C([O:23][C:24]([C:26]1([CH2:56][O:57][CH3:58])[CH2:31][CH2:30][N:29]([CH2:32][C:33]2[CH:38]=[CH:37][C:36]([C:39]3[N:43]=[C:42]([C:44]4[CH:49]=[CH:48][C:47]([CH:50]5[CH2:54][CH2:53][CH2:52][CH2:51]5)=[C:46]([Cl:55])[CH:45]=4)[O:41][N:40]=3)=[CH:35][CH:34]=2)[CH2:28][CH2:27]1)=[O:25])C, predict the reaction product. The product is: [Cl:55][C:46]1[CH:45]=[C:44]([C:42]2[O:41][N:40]=[C:39]([C:36]3[CH:37]=[CH:38][C:33]([CH2:32][N:29]4[CH2:30][CH2:31][C:26]([CH2:56][O:57][CH3:58])([C:24]([OH:25])=[O:23])[CH2:27][CH2:28]4)=[CH:34][CH:35]=3)[N:43]=2)[CH:49]=[CH:48][C:47]=1[CH:50]1[CH2:51][CH2:52][CH2:53][CH2:54]1. (7) The product is: [CH3:14][O:13][C:7]1[CH:8]=[C:9]2[C:4](=[CH:5][C:6]=1[O:15][CH3:16])[N:3]=[C:2]([N:31]1[CH2:30][CH2:29][C:28]3[C:33](=[CH:34][CH:35]=[CH:36][C:27]=3[S:24]([N:21]3[CH2:20][CH2:19][N:18]([CH3:17])[CH2:23][CH2:22]3)(=[O:26])=[O:25])[CH2:32]1)[NH:11][C:10]2=[O:12]. Given the reactants Cl[C:2]1[NH:11][C:10](=[O:12])[C:9]2[C:4](=[CH:5][C:6]([O:15][CH3:16])=[C:7]([O:13][CH3:14])[CH:8]=2)[N:3]=1.[CH3:17][N:18]1[CH2:23][CH2:22][N:21]([S:24]([C:27]2[CH:36]=[CH:35][CH:34]=[C:33]3[C:28]=2[CH2:29][CH2:30][NH:31][CH2:32]3)(=[O:26])=[O:25])[CH2:20][CH2:19]1.C(N(CC)CC)C, predict the reaction product. (8) Given the reactants [O:1]([C:8]1[CH:13]=[CH:12][C:11]([C:14]2[C:25]([C:26]([NH2:28])=[O:27])=[C:17]3[NH:18][C:19]4[CH2:24][CH2:23][NH:22][CH2:21][C:20]=4[N:16]3[N:15]=2)=[CH:10][CH:9]=1)[C:2]1[CH:7]=[CH:6][CH:5]=[CH:4][CH:3]=1.C([O-])([O-])=O.[K+].[K+].Br[CH2:36][CH:37]=[CH:38][C:39]#[N:40], predict the reaction product. The product is: [C:39](/[CH:38]=[CH:37]/[CH2:36][N:22]1[CH2:23][CH2:24][C:19]2[NH:18][C:17]3[N:16]([N:15]=[C:14]([C:11]4[CH:10]=[CH:9][C:8]([O:1][C:2]5[CH:7]=[CH:6][CH:5]=[CH:4][CH:3]=5)=[CH:13][CH:12]=4)[C:25]=3[C:26]([NH2:28])=[O:27])[C:20]=2[CH2:21]1)#[N:40]. (9) Given the reactants [Cl:1][C:2]1[CH:7]=[CH:6][C:5]([SH:8])=[CH:4][CH:3]=1.[OH-].[Na+].[F:11][C:12]1[CH:19]=[CH:18][C:17]([F:20])=[CH:16][C:13]=1[CH2:14]Br, predict the reaction product. The product is: [Cl:1][C:2]1[CH:7]=[CH:6][C:5]([S:8][CH2:14][C:13]2[CH:16]=[C:17]([F:20])[CH:18]=[CH:19][C:12]=2[F:11])=[CH:4][CH:3]=1.